Dataset: Full USPTO retrosynthesis dataset with 1.9M reactions from patents (1976-2016). Task: Predict the reactants needed to synthesize the given product. (1) Given the product [Cl:28][C:29]1[C:30]([F:40])=[CH:31][C:32]([F:39])=[C:33]([S:35]([N:6]([CH2:5][C:4]2[CH:12]=[CH:13][C:14]([O:16][CH3:17])=[CH:15][C:3]=2[O:2][CH3:1])[C:7]2[S:8][CH:9]=[N:10][N:11]=2)(=[O:37])=[O:36])[CH:34]=1, predict the reactants needed to synthesize it. The reactants are: [CH3:1][O:2][C:3]1[CH:15]=[C:14]([O:16][CH3:17])[CH:13]=[CH:12][C:4]=1[CH2:5][NH:6][C:7]1[S:8][CH:9]=[N:10][N:11]=1.C[Si](C)(C)[N-][Si](C)(C)C.[Li+].[Cl:28][C:29]1[C:30]([F:40])=[CH:31][C:32]([F:39])=[C:33]([S:35](Cl)(=[O:37])=[O:36])[CH:34]=1.[Cl-].[NH4+]. (2) Given the product [CH3:9][C:24]1([CH3:25])[CH2:23][CH2:22][CH2:21][O:7][C:1]1=[O:6], predict the reactants needed to synthesize it. The reactants are: [C:1]1(=[O:7])[O:6]CCCC1.I[CH3:9].[Li+].C[Si]([N-][Si](C)(C)C)(C)C.C[CH2:21][CH2:22][CH2:23][CH2:24][CH3:25]. (3) Given the product [CH2:17]([N:24]([CH2:17][C:18]1[CH:23]=[CH:22][CH:21]=[CH:20][CH:19]=1)[C:10]([C:4]1[CH:5]=[C:6]([C:7]([OH:9])=[O:8])[N:1]=[CH:2][N:3]=1)=[O:12])[C:18]1[CH:23]=[CH:22][CH:21]=[CH:20][CH:19]=1, predict the reactants needed to synthesize it. The reactants are: [N:1]1[C:6]([C:7]([OH:9])=[O:8])=[CH:5][C:4]([C:10]([OH:12])=O)=[N:3][CH:2]=1.S(Cl)(Cl)=O.[CH2:17]([NH2:24])[C:18]1[CH:23]=[CH:22][CH:21]=[CH:20][CH:19]=1. (4) Given the product [Cl:46][C:43]1[CH:42]=[CH:41][C:40]([CH2:39][C@@H:38]([NH:37][C:50]([O:52][C:53]([CH3:56])([CH3:55])[CH3:54])=[O:51])[C:21](=[O:23])[N:18]2[CH2:17][CH2:16][CH:15]([C:10]3[CH:11]=[CH:12][CH:13]=[CH:14][C:9]=3[N:8]3[CH:3]=[CH:4][NH:5][C:6]3=[O:7])[CH2:20][CH2:19]2)=[CH:45][CH:44]=1, predict the reactants needed to synthesize it. The reactants are: CO[CH:3](OC)[CH2:4][NH:5][C:6]([NH:8][C:9]1[CH:14]=[CH:13][CH:12]=[CH:11][C:10]=1[CH:15]1[CH2:20][CH2:19][N:18]([C:21]([O:23]C(C)(C)C)=O)[CH2:17][CH2:16]1)=[O:7].C(O)(C(F)(F)F)=O.[NH:37]([C:50]([O:52][C:53]([CH3:56])([CH3:55])[CH3:54])=[O:51])[C@@H:38](C(O)=O)[CH2:39][C:40]1[CH:45]=[CH:44][C:43]([Cl:46])=[CH:42][CH:41]=1.C(Cl)CCl.C1C=CC2N(O)N=NC=2C=1. (5) Given the product [F:34][C:24]1[CH:25]=[C:26]([C:30]([OH:33])([CH3:32])[CH3:31])[CH:27]=[C:28]([F:29])[C:23]=1[C:17]1[S:16][C:15]([NH:14][C:2]2[CH:7]=[CH:6][CH:5]=[C:4]([C:8]3[N:9]=[N:10][N:11]([CH3:13])[CH:12]=3)[N:3]=2)=[C:19]([C:20]([NH2:22])=[O:21])[CH:18]=1, predict the reactants needed to synthesize it. The reactants are: Br[C:2]1[CH:7]=[CH:6][CH:5]=[C:4]([C:8]2[N:9]=[N:10][N:11]([CH3:13])[CH:12]=2)[N:3]=1.[NH2:14][C:15]1[S:16][C:17]([C:23]2[C:28]([F:29])=[CH:27][C:26]([C:30]([OH:33])([CH3:32])[CH3:31])=[CH:25][C:24]=2[F:34])=[CH:18][C:19]=1[C:20]([NH2:22])=[O:21]. (6) The reactants are: [CH2:1]([C:3]1[C:11]2[C:6](=[C:7]([OH:17])[CH:8]=[C:9]([C:12]([O:14][CH2:15][CH3:16])=[O:13])[CH:10]=2)[NH:5][N:4]=1)[CH3:2].[H-].[Na+].I[CH2:21][CH3:22].[CH3:23][CH2:24]OC(C)=O. Given the product [CH2:21]([O:17][C:7]1[CH:8]=[C:9]([C:12]([O:14][CH2:15][CH3:16])=[O:13])[CH:10]=[C:11]2[C:6]=1[NH:5][N:4]=[C:3]2[CH2:1][CH3:2])[CH3:22].[CH2:23]([O:17][C:7]1[CH:8]=[C:9]([C:12]([O:14][CH2:15][CH3:16])=[O:13])[CH:10]=[C:11]2[C:6]=1[N:5]([CH2:21][CH3:22])[N:4]=[C:3]2[CH2:1][CH3:2])[CH3:24], predict the reactants needed to synthesize it. (7) Given the product [Br:1][C:2]1[C:7]2[NH:8][C:9]3[CH:10]=[CH:11][C:12]([F:15])=[CH:13][C:14]=3[C:6]=2[C:5]([NH:20][CH3:19])=[N:4][CH:3]=1, predict the reactants needed to synthesize it. The reactants are: [Br:1][C:2]1[C:7]2[NH:8][C:9]3[CH:10]=[CH:11][C:12]([F:15])=[CH:13][C:14]=3[C:6]=2[C:5](Cl)=[N:4][CH:3]=1.CO.[CH3:19][NH2:20].